This data is from NCI-60 drug combinations with 297,098 pairs across 59 cell lines. The task is: Regression. Given two drug SMILES strings and cell line genomic features, predict the synergy score measuring deviation from expected non-interaction effect. (1) Drug 1: C1=NC(=NC(=O)N1C2C(C(C(O2)CO)O)O)N. Drug 2: C1=CC=C(C=C1)NC(=O)CCCCCCC(=O)NO. Cell line: PC-3. Synergy scores: CSS=10.4, Synergy_ZIP=-2.79, Synergy_Bliss=0.764, Synergy_Loewe=-2.19, Synergy_HSA=1.38. (2) Drug 1: CN(C)C1=NC(=NC(=N1)N(C)C)N(C)C. Drug 2: CCC1(C2=C(COC1=O)C(=O)N3CC4=CC5=C(C=CC(=C5CN(C)C)O)N=C4C3=C2)O.Cl. Cell line: KM12. Synergy scores: CSS=19.6, Synergy_ZIP=-9.55, Synergy_Bliss=-7.89, Synergy_Loewe=-3.55, Synergy_HSA=-3.46.